Dataset: Full USPTO retrosynthesis dataset with 1.9M reactions from patents (1976-2016). Task: Predict the reactants needed to synthesize the given product. (1) Given the product [CH2:16]([Sn:5]([CH2:1][CH2:2][CH2:3][CH3:4])([CH2:12][CH2:13][CH2:14][CH3:15])[C:6]1[CH:11]=[CH:10][N+:9]([O-:25])=[CH:8][CH:7]=1)[CH2:17][CH2:18][CH3:19], predict the reactants needed to synthesize it. The reactants are: [CH2:1]([Sn:5]([CH2:16][CH2:17][CH2:18][CH3:19])([CH2:12][CH2:13][CH2:14][CH3:15])[C:6]1[CH:11]=[CH:10][N:9]=[CH:8][CH:7]=1)[CH2:2][CH2:3][CH3:4].ClC1C=C(C=CC=1)C(OO)=[O:25]. (2) The reactants are: [CH3:1][NH:2][C:3]([C:5]1[C:6]2[C@@H:7]([OH:27])[C@H:8]([OH:26])[C@@H:9]([C:20]3[CH:25]=[CH:24][CH:23]=[CH:22][CH:21]=3)[NH:10][C:11]=2[C:12]2[N:17]=[C:16]([CH3:18])[N:15]([CH3:19])[C:13]=2[CH:14]=1)=[O:4].CS(O)(=O)=O.C(N(CC)CC)C.[CH3:40][O:41][CH2:42][CH2:43]O. Given the product [CH3:1][NH:2][C:3]([C:5]1[C:6]2[C@H:7]([O:27][CH2:43][CH2:42][O:41][CH3:40])[C@H:8]([OH:26])[C@@H:9]([C:20]3[CH:25]=[CH:24][CH:23]=[CH:22][CH:21]=3)[NH:10][C:11]=2[C:12]2[N:17]=[C:16]([CH3:18])[N:15]([CH3:19])[C:13]=2[CH:14]=1)=[O:4], predict the reactants needed to synthesize it. (3) Given the product [F:21][C:22]1[CH:27]=[CH:26][C:25]([S:28]([NH:2][CH2:3][C:4]2[CH:5]=[CH:6][C:7]([C:8]([O:10][CH3:11])=[O:9])=[CH:12][CH:13]=2)(=[O:30])=[O:29])=[CH:24][CH:23]=1, predict the reactants needed to synthesize it. The reactants are: Cl.[NH2:2][CH2:3][C:4]1[CH:13]=[CH:12][C:7]([C:8]([O:10][CH3:11])=[O:9])=[CH:6][CH:5]=1.CCN(CC)CC.[F:21][C:22]1[CH:27]=[CH:26][C:25]([S:28](Cl)(=[O:30])=[O:29])=[CH:24][CH:23]=1.O. (4) Given the product [N+:18]([C:15]1[CH:16]=[CH:17][C:12]([CH2:11][C:4]2[C:3]3[C:7](=[N:8][CH:9]=[N:10][C:1]=3[NH2:2])[S:6][N:5]=2)=[CH:13][CH:14]=1)([O-:20])=[O:19], predict the reactants needed to synthesize it. The reactants are: [C:1]([C:3]1[C:4]([CH2:11][C:12]2[CH:17]=[CH:16][C:15]([N+:18]([O-:20])=[O:19])=[CH:14][CH:13]=2)=[N:5][S:6][C:7]=1[N:8]=[CH:9][NH2:10])#[N:2].O(C)[Li]. (5) Given the product [Br:16][C:17]1[CH:18]=[CH:19][C:20]2[N:21]([N:9]=[C:24]([NH2:26])[N:23]=2)[N:22]=1, predict the reactants needed to synthesize it. The reactants are: [Cl-].O[NH3+].C(O)C.CC[N:9](C(C)C)C(C)C.[Br:16][C:17]1[N:22]=[N:21][C:20]([NH:23][C:24]([NH:26]C(=O)OCC)=S)=[CH:19][CH:18]=1.